From a dataset of NCI-60 drug combinations with 297,098 pairs across 59 cell lines. Regression. Given two drug SMILES strings and cell line genomic features, predict the synergy score measuring deviation from expected non-interaction effect. (1) Drug 1: CNC(=O)C1=CC=CC=C1SC2=CC3=C(C=C2)C(=NN3)C=CC4=CC=CC=N4. Drug 2: CCC(=C(C1=CC=CC=C1)C2=CC=C(C=C2)OCCN(C)C)C3=CC=CC=C3.C(C(=O)O)C(CC(=O)O)(C(=O)O)O. Cell line: A498. Synergy scores: CSS=9.98, Synergy_ZIP=-2.77, Synergy_Bliss=3.84, Synergy_Loewe=4.16, Synergy_HSA=4.57. (2) Drug 1: C1=CC(=CC=C1C#N)C(C2=CC=C(C=C2)C#N)N3C=NC=N3. Drug 2: COC1=C2C(=CC3=C1OC=C3)C=CC(=O)O2. Cell line: ACHN. Synergy scores: CSS=-3.49, Synergy_ZIP=0.716, Synergy_Bliss=-3.61, Synergy_Loewe=-3.26, Synergy_HSA=-5.35. (3) Drug 1: CC1C(C(CC(O1)OC2CC(CC3=C2C(=C4C(=C3O)C(=O)C5=C(C4=O)C(=CC=C5)OC)O)(C(=O)C)O)N)O.Cl. Drug 2: CC1C(C(=O)NC(C(=O)N2CCCC2C(=O)N(CC(=O)N(C(C(=O)O1)C(C)C)C)C)C(C)C)NC(=O)C3=C4C(=C(C=C3)C)OC5=C(C(=O)C(=C(C5=N4)C(=O)NC6C(OC(=O)C(N(C(=O)CN(C(=O)C7CCCN7C(=O)C(NC6=O)C(C)C)C)C)C(C)C)C)N)C. Cell line: BT-549. Synergy scores: CSS=20.4, Synergy_ZIP=12.9, Synergy_Bliss=15.7, Synergy_Loewe=13.2, Synergy_HSA=14.9. (4) Drug 1: C1CCC(CC1)NC(=O)N(CCCl)N=O. Drug 2: C1=NC(=NC(=O)N1C2C(C(C(O2)CO)O)O)N. Cell line: A549. Synergy scores: CSS=14.2, Synergy_ZIP=-6.25, Synergy_Bliss=-4.28, Synergy_Loewe=-6.73, Synergy_HSA=-6.22. (5) Drug 1: CC1C(C(=O)NC(C(=O)N2CCCC2C(=O)N(CC(=O)N(C(C(=O)O1)C(C)C)C)C)C(C)C)NC(=O)C3=C4C(=C(C=C3)C)OC5=C(C(=O)C(=C(C5=N4)C(=O)NC6C(OC(=O)C(N(C(=O)CN(C(=O)C7CCCN7C(=O)C(NC6=O)C(C)C)C)C)C(C)C)C)N)C. Drug 2: CC1=C2C(C(=O)C3(C(CC4C(C3C(C(C2(C)C)(CC1OC(=O)C(C(C5=CC=CC=C5)NC(=O)OC(C)(C)C)O)O)OC(=O)C6=CC=CC=C6)(CO4)OC(=O)C)O)C)O. Cell line: 786-0. Synergy scores: CSS=2.42, Synergy_ZIP=-3.26, Synergy_Bliss=-5.02, Synergy_Loewe=-4.60, Synergy_HSA=-4.58.